Task: Predict the reaction yield, written as a fraction of the theoretical maximum amount of product (1.0 means a 100% yield; for example, 0.34 means a 34% yield).. Dataset: Reaction yield outcomes from USPTO patents with 853,638 reactions (1) The reactants are CS([O:5][CH2:6][CH2:7][O:8][CH2:9][CH2:10][O:11][CH2:12][CH2:13][N:14]=[N+:15]=[N-:16])(=O)=O.C([O-])([O-])=O.[Na+].[Na+].O[C:24]1[CH:33]=[CH:32][C:31]2[C:26](=[CH:27][CH:28]=[CH:29][CH:30]=2)[N:25]=1.CN(C=O)C. The yield is 0.660. The catalyst is O. The product is [N:14]([CH2:13][CH2:12][O:11][CH2:10][CH2:9][O:8][CH2:7][CH2:6][O:5][C:27]1[CH:28]=[CH:29][CH:30]=[C:31]2[C:26]=1[N:25]=[CH:24][CH:33]=[CH:32]2)=[N+:15]=[N-:16]. (2) The reactants are Br[C:2]1[C:3]([C:8]2[CH:13]=[CH:12][CH:11]=[CH:10][C:9]=2[F:14])=[N:4][N:5]([CH3:7])[CH:6]=1.[Li]CCCC.C(O[B:24]1[O:28][C:27]([CH3:30])([CH3:29])[C:26]([CH3:32])([CH3:31])[O:25]1)(C)C.[NH4+].[Cl-]. The catalyst is C1COCC1.CCOC(C)=O. The product is [F:14][C:9]1[CH:10]=[CH:11][CH:12]=[CH:13][C:8]=1[C:3]1[C:2]([B:24]2[O:28][C:27]([CH3:30])([CH3:29])[C:26]([CH3:32])([CH3:31])[O:25]2)=[CH:6][N:5]([CH3:7])[N:4]=1. The yield is 0.510. (3) The reactants are [NH2:1][C:2]1[N:7]=[CH:6][N:5]=[C:4]2[N:8]([CH:12]([C:14]3[CH:21]=[C:20]([Cl:22])[C:17]([C:18]#[N:19])=[C:16]([CH:23]4[CH2:26][NH:25][CH2:24]4)[C:15]=3[O:27][CH2:28][CH3:29])[CH3:13])[N:9]=[C:10]([CH3:11])[C:3]=12.C=O.[C:32]([BH3-])#N.[Na+]. The catalyst is CO. The product is [NH2:1][C:2]1[N:7]=[CH:6][N:5]=[C:4]2[N:8]([CH:12]([C:14]3[CH:21]=[C:20]([Cl:22])[C:17]([C:18]#[N:19])=[C:16]([CH:23]4[CH2:24][N:25]([CH3:32])[CH2:26]4)[C:15]=3[O:27][CH2:28][CH3:29])[CH3:13])[N:9]=[C:10]([CH3:11])[C:3]=12. The yield is 0.500. (4) The reactants are [Cl:1][C:2]1[CH:7]=[CH:6][C:5]([C:8]2[CH:13]=[N:12][N:11]3[C:14](=[O:17])[NH:15][N:16]=[C:10]3[C:9]=2[C:18]2[CH:23]=[CH:22][C:21]([Cl:24])=[CH:20][CH:19]=2)=[CH:4][CH:3]=1.C1C=CC(P(C2C=CC=CC=2)C2C=CC=CC=2)=CC=1.O[CH2:45][C@@H:46]1[NH:50][C:49](=[O:51])[CH2:48][CH2:47]1. The catalyst is C1COCC1. The product is [Cl:1][C:2]1[CH:7]=[CH:6][C:5]([C:8]2[CH:13]=[N:12][N:11]3[C:14](=[O:17])[N:15]([CH2:45][C@H:46]4[CH2:47][CH2:48][C:49](=[O:51])[NH:50]4)[N:16]=[C:10]3[C:9]=2[C:18]2[CH:23]=[CH:22][C:21]([Cl:24])=[CH:20][CH:19]=2)=[CH:4][CH:3]=1. The yield is 0.850.